From a dataset of Catalyst prediction with 721,799 reactions and 888 catalyst types from USPTO. Predict which catalyst facilitates the given reaction. (1) Reactant: [C:1]([O:5][C:6]([N:8]1[CH2:14][CH2:13][CH2:12][C:11](=O)[CH2:10][CH2:9]1)=[O:7])([CH3:4])([CH3:3])[CH3:2].[C:16]1([C@H:22]([NH2:24])[CH3:23])[CH:21]=[CH:20][CH:19]=[CH:18][CH:17]=1.C(O)(=O)C. Product: [C:16]1([C@H:22]([NH:24][CH:11]2[CH2:12][CH2:13][CH2:14][N:8]([C:6]([O:5][C:1]([CH3:4])([CH3:3])[CH3:2])=[O:7])[CH2:9][CH2:10]2)[CH3:23])[CH:21]=[CH:20][CH:19]=[CH:18][CH:17]=1. The catalyst class is: 1. (2) Reactant: [O:1]=[C:2]1[C:7]2[CH:8]=[CH:9][CH:10]=[CH:11][C:6]=2[S:5][C:4]([C:12]2[CH:17]=[C:16]([CH2:18][CH2:19][C:20]#[N:21])[CH:15]=[CH:14][N:13]=2)=[N:3]1.C[Si]([N:26]=[N+:27]=[N-:28])(C)C.C([Sn](=O)CCCC)CCC. Product: [NH:26]1[C:20]([CH2:19][CH2:18][C:16]2[CH:15]=[CH:14][N:13]=[C:12]([C:4]3[S:5][C:6]4[CH:11]=[CH:10][CH:9]=[CH:8][C:7]=4[C:2](=[O:1])[N:3]=3)[CH:17]=2)=[N:21][N:28]=[N:27]1. The catalyst class is: 11. (3) The catalyst class is: 10. Product: [F:27][C:28]1[CH:33]=[CH:32][C:31]([CH2:34][C:35]2[NH:23][C:22]([C:10]3[N:11]=[C:12]4[N:17]([C:18](=[O:19])[C:9]=3[OH:8])[CH2:16][CH2:15][O:14][C:13]4([CH3:21])[CH3:20])=[N:38][N:37]=2)=[CH:30][CH:29]=1. Reactant: C([O:8][C:9]1[C:18](=[O:19])[N:17]2[C:12]([C:13]([CH3:21])([CH3:20])[O:14][CH2:15][CH2:16]2)=[N:11][C:10]=1[C:22](=S)[NH2:23])C1C=CC=CC=1.CI.[F:27][C:28]1[CH:33]=[CH:32][C:31]([CH2:34][C:35]([NH:37][NH2:38])=O)=[CH:30][CH:29]=1.CO. (4) Reactant: F[C:2]1[CH:9]=[CH:8][C:5]([CH:6]=[O:7])=[CH:4][C:3]=1[C:10]([F:13])([F:12])[F:11].[C:14]1([OH:20])[CH:19]=[CH:18][CH:17]=[CH:16][CH:15]=1.C(=O)([O-])[O-].[K+].[K+]. Product: [O:20]([C:2]1[CH:9]=[CH:8][C:5]([CH:6]=[O:7])=[CH:4][C:3]=1[C:10]([F:13])([F:12])[F:11])[C:14]1[CH:19]=[CH:18][CH:17]=[CH:16][CH:15]=1. The catalyst class is: 3.